This data is from Peptide-MHC class II binding affinity with 134,281 pairs from IEDB. The task is: Regression. Given a peptide amino acid sequence and an MHC pseudo amino acid sequence, predict their binding affinity value. This is MHC class II binding data. (1) The peptide sequence is YDKFLANKSTVLTGK. The MHC is DRB1_0101 with pseudo-sequence DRB1_0101. The binding affinity (normalized) is 0.827. (2) The peptide sequence is DKISDVSTIVPYIGPALNIV. The MHC is HLA-DQA10501-DQB10301 with pseudo-sequence HLA-DQA10501-DQB10301. The binding affinity (normalized) is 0.544. (3) The binding affinity (normalized) is 0.370. The MHC is DRB1_1101 with pseudo-sequence DRB1_1101. The peptide sequence is DAYVATLTEALRVIA. (4) The peptide sequence is PCREQDELIGRGRVS. The MHC is HLA-DQA10201-DQB10301 with pseudo-sequence YNFHERXFATVLHILYFAYTYYDVRTETVHLETT. The binding affinity (normalized) is 0.484. (5) The binding affinity (normalized) is 0.242. The MHC is HLA-DPA10201-DPB10501 with pseudo-sequence HLA-DPA10201-DPB10501. The peptide sequence is PADKYKTLEAAFTVS. (6) The peptide sequence is DDLMGSRSNFDSTLI. The MHC is DRB1_0901 with pseudo-sequence DRB1_0901. The binding affinity (normalized) is 0.0223. (7) The peptide sequence is KIVSLIKNLLVALKD. The MHC is DRB1_0701 with pseudo-sequence DRB1_0701. The binding affinity (normalized) is 0.704.